The task is: Predict which catalyst facilitates the given reaction.. This data is from Catalyst prediction with 721,799 reactions and 888 catalyst types from USPTO. Reactant: O([C:8]([NH:10][C:11]1[N:16]=[C:15]([NH:17][CH2:18][CH2:19][CH3:20])[C:14]([C:21]([O:23][CH2:24][CH3:25])=[O:22])=[CH:13][N:12]=1)=[O:9])C1C=CC=CC=1.[NH2:26][C:27]1[CH:32]=[CH:31][N:30]=[CH:29][CH:28]=1.CN(C)C=O. Product: [CH2:18]([NH:17][C:15]1[C:14]([C:21]([O:23][CH2:24][CH3:25])=[O:22])=[CH:13][N:12]=[C:11]([NH:10][C:8]([NH:26][C:27]2[CH:32]=[CH:31][N:30]=[CH:29][CH:28]=2)=[O:9])[N:16]=1)[CH2:19][CH3:20]. The catalyst class is: 6.